From a dataset of Peptide-MHC class I binding affinity with 185,985 pairs from IEDB/IMGT. Regression. Given a peptide amino acid sequence and an MHC pseudo amino acid sequence, predict their binding affinity value. This is MHC class I binding data. (1) The peptide sequence is LQRFSVAPM. The MHC is HLA-B58:01 with pseudo-sequence HLA-B58:01. The binding affinity (normalized) is 0.0847. (2) The peptide sequence is TSKLNHHFP. The MHC is HLA-A26:03 with pseudo-sequence HLA-A26:03. The binding affinity (normalized) is 0.0847. (3) The peptide sequence is QAELTSNCT. The MHC is HLA-A02:02 with pseudo-sequence HLA-A02:02. The binding affinity (normalized) is 0.